From a dataset of Reaction yield outcomes from USPTO patents with 853,638 reactions. Predict the reaction yield, written as a fraction of the theoretical maximum amount of product (1.0 means a 100% yield; for example, 0.34 means a 34% yield). (1) The reactants are [ClH:1].[CH3:2][O:3][C:4]1[N:9]=[C:8](/[CH:10]=[CH:11]/[C:12]([NH:14][NH:15]C(OC(C)(C)C)=O)=[O:13])[CH:7]=[CH:6][C:5]=1[N:23]1[CH:27]=[C:26]([CH3:28])[N:25]=[CH:24]1.C(O)CCC.CC(OC)(C)C. The catalyst is CO. The product is [ClH:1].[ClH:1].[CH3:2][O:3][C:4]1[N:9]=[C:8](/[CH:10]=[CH:11]/[C:12]([NH:14][NH2:15])=[O:13])[CH:7]=[CH:6][C:5]=1[N:23]1[CH:27]=[C:26]([CH3:28])[N:25]=[CH:24]1. The yield is 0.782. (2) The reactants are [CH2:1]([C:5]1[C:9]([CH2:10][CH2:11][CH2:12][OH:13])=[CH:8][N:7]([C:14]2[CH:19]=[CH:18][C:17]([C:20]([F:23])([F:22])[F:21])=[CH:16][N:15]=2)[N:6]=1)[CH2:2][CH2:3][CH3:4].O[C:25]1[C:29]([CH2:30][C:31]([O:33]C)=[O:32])=[CH:28][N:27]([CH3:35])[N:26]=1.C(P(CCCC)CCCC)CCC.N(C(N1CCCCC1)=O)=NC(N1CCCCC1)=O. The catalyst is O1CCCC1. The product is [CH2:1]([C:5]1[C:9]([CH2:10][CH2:11][CH2:12][O:13][C:25]2[C:29]([CH2:30][C:31]([OH:33])=[O:32])=[CH:28][N:27]([CH3:35])[N:26]=2)=[CH:8][N:7]([C:14]2[CH:19]=[CH:18][C:17]([C:20]([F:21])([F:22])[F:23])=[CH:16][N:15]=2)[N:6]=1)[CH2:2][CH2:3][CH3:4]. The yield is 0.840. (3) The reactants are Cl.[NH2:2][C:3]1[C:4]2[C:14]([O:15][CH2:16][C@H:17]3[CH2:22][CH2:21][CH2:20][NH2+:19][CH2:18]3)=[CH:13][CH:12]=[CH:11][C:5]=2[NH:6][S:7](=[O:10])(=[O:9])[N:8]=1.C1COCC1.C([O-])(O)=O.[Na+].[CH:33]1([C:38](Cl)=[O:39])[CH2:37][CH2:36][CH2:35][CH2:34]1. The product is [NH2:2][C:3]1[C:4]2[C:14]([O:15][CH2:16][C@H:17]3[CH2:22][CH2:21][CH2:20][N:19]([C:38]([CH:33]4[CH2:37][CH2:36][CH2:35][CH2:34]4)=[O:39])[CH2:18]3)=[CH:13][CH:12]=[CH:11][C:5]=2[NH:6][S:7](=[O:9])(=[O:10])[N:8]=1. The catalyst is O. The yield is 0.520. (4) The reactants are [H-].[Na+].[C:3]([O:7][C:8]([NH:10][C:11]1[CH:16]=[CH:15][CH:14]=[CH:13][N:12]=1)=[O:9])([CH3:6])([CH3:5])[CH3:4].Br[CH2:18][CH2:19][CH2:20][CH2:21][C:22]1[CH:27]=[CH:26][C:25]([N+:28]([O-:30])=[O:29])=[CH:24][CH:23]=1. The catalyst is CN(C=O)C. The product is [C:3]([O:7][C:8]([N:10]([CH2:18][CH2:19][CH2:20][CH2:21][C:22]1[CH:27]=[CH:26][C:25]([N+:28]([O-:30])=[O:29])=[CH:24][CH:23]=1)[C:11]1[CH:16]=[CH:15][CH:14]=[CH:13][N:12]=1)=[O:9])([CH3:6])([CH3:4])[CH3:5]. The yield is 0.870. (5) The product is [F:49][C:45]1[C:43]2[N:44]=[C:40]([CH2:39][N:11]([CH:9]3[C:10]4[N:1]=[CH:2][CH:3]=[CH:4][C:5]=4[CH2:6][CH2:7][CH2:8]3)[CH2:12][CH2:13][CH2:14][CH2:15][N:16]3[C:24](=[O:25])[C:23]4[C:18](=[CH:19][CH:20]=[CH:21][CH:22]=4)[C:17]3=[O:26])[NH:41][C:42]=2[CH:48]=[CH:47][CH:46]=1. The reactants are [N:1]1[C:10]2[CH:9]([NH:11][CH2:12][CH2:13][CH2:14][CH2:15][N:16]3[C:24](=[O:25])[C:23]4[C:18](=[CH:19][CH:20]=[CH:21][CH:22]=4)[C:17]3=[O:26])[CH2:8][CH2:7][CH2:6][C:5]=2[CH:4]=[CH:3][CH:2]=1.C(N(C(C)C)CC)(C)C.[I-].[K+].Cl[CH2:39][C:40]1[NH:44][C:43]2[C:45]([F:49])=[CH:46][CH:47]=[CH:48][C:42]=2[N:41]=1. The yield is 0.410. The catalyst is C(#N)C. (6) The reactants are [NH:1]1[C:9]2[CH:8]=[CH:7][CH:6]=[C:5]([CH:10]=[O:11])[C:4]=2[CH:3]=[CH:2]1.[H-].[Na+].[CH3:14]I.O. The catalyst is CN(C=O)C. The product is [CH3:14][N:1]1[C:9]2[CH:8]=[CH:7][CH:6]=[C:5]([CH:10]=[O:11])[C:4]=2[CH:3]=[CH:2]1. The yield is 0.990. (7) The reactants are [Cl:1][C:2]1[CH:3]=[C:4]([C:8]2[CH:13]=[CH:12][CH:11]=[C:10]([C:14]([NH2:16])=O)[CH:9]=2)[CH:5]=[CH:6][CH:7]=1.B. The product is [Cl:1][C:2]1[CH:3]=[C:4]([C:8]2[CH:13]=[CH:12][CH:11]=[C:10]([CH2:14][NH2:16])[CH:9]=2)[CH:5]=[CH:6][CH:7]=1. The yield is 0.710. The catalyst is O1CCCC1. (8) The reactants are [CH2:1]([O:3][C:4]1[CH:5]=[CH:6][C:7]([O:10][C:11]2[CH:16]=[CH:15][CH:14]=[C:13]([CH:17]=[C:18]3[CH2:23][CH2:22][NH:21][CH2:20][CH2:19]3)[CH:12]=2)=[N:8][CH:9]=1)[CH3:2].[N:24]1[CH:29]=[CH:28][CH:27]=[C:26]([NH:30][C:31](=O)[O:32]C2C=CC=CC=2)[CH:25]=1.C(N(CC)CC)C. The catalyst is CS(C)=O.O. The product is [CH2:1]([O:3][C:4]1[CH:5]=[CH:6][C:7]([O:10][C:11]2[CH:12]=[C:13]([CH:14]=[CH:15][CH:16]=2)[CH:17]=[C:18]2[CH2:23][CH2:22][N:21]([C:31]([NH:30][C:26]3[CH:25]=[N:24][CH:29]=[CH:28][CH:27]=3)=[O:32])[CH2:20][CH2:19]2)=[N:8][CH:9]=1)[CH3:2]. The yield is 0.550.